From a dataset of Peptide-MHC class I binding affinity with 185,985 pairs from IEDB/IMGT. Regression. Given a peptide amino acid sequence and an MHC pseudo amino acid sequence, predict their binding affinity value. This is MHC class I binding data. The peptide sequence is FYIQMCTFL. The MHC is H-2-Kd with pseudo-sequence H-2-Kd. The binding affinity (normalized) is 0.988.